Dataset: NCI-60 drug combinations with 297,098 pairs across 59 cell lines. Task: Regression. Given two drug SMILES strings and cell line genomic features, predict the synergy score measuring deviation from expected non-interaction effect. (1) Drug 1: C1CC(=O)NC(=O)C1N2CC3=C(C2=O)C=CC=C3N. Drug 2: C1CNP(=O)(OC1)N(CCCl)CCCl. Cell line: MCF7. Synergy scores: CSS=1.95, Synergy_ZIP=6.56, Synergy_Bliss=1.79, Synergy_Loewe=1.62, Synergy_HSA=0.705. (2) Drug 1: C1CC(=O)NC(=O)C1N2CC3=C(C2=O)C=CC=C3N. Drug 2: C1CC(C1)(C(=O)O)C(=O)O.[NH2-].[NH2-].[Pt+2]. Cell line: TK-10. Synergy scores: CSS=14.8, Synergy_ZIP=-3.85, Synergy_Bliss=0.222, Synergy_Loewe=-2.79, Synergy_HSA=0.782. (3) Drug 1: CC1=CC2C(CCC3(C2CCC3(C(=O)C)OC(=O)C)C)C4(C1=CC(=O)CC4)C. Drug 2: CCN(CC)CCNC(=O)C1=C(NC(=C1C)C=C2C3=C(C=CC(=C3)F)NC2=O)C. Cell line: CCRF-CEM. Synergy scores: CSS=-0.664, Synergy_ZIP=0.437, Synergy_Bliss=0.923, Synergy_Loewe=-0.798, Synergy_HSA=-1.53. (4) Drug 1: CC1CCC2CC(C(=CC=CC=CC(CC(C(=O)C(C(C(=CC(C(=O)CC(OC(=O)C3CCCCN3C(=O)C(=O)C1(O2)O)C(C)CC4CCC(C(C4)OC)O)C)C)O)OC)C)C)C)OC. Drug 2: C#CCC(CC1=CN=C2C(=N1)C(=NC(=N2)N)N)C3=CC=C(C=C3)C(=O)NC(CCC(=O)O)C(=O)O. Cell line: ACHN. Synergy scores: CSS=48.1, Synergy_ZIP=0.934, Synergy_Bliss=-2.00, Synergy_Loewe=-28.6, Synergy_HSA=-1.42.